From a dataset of Forward reaction prediction with 1.9M reactions from USPTO patents (1976-2016). Predict the product of the given reaction. (1) Given the reactants [CH3:1][C:2]1[CH:7]=[CH:6][CH:5]=[C:4]([CH3:8])[C:3]=1[C:9]1[CH:14]=[CH:13][CH:12]=[C:11]([CH2:15][O:16][C:17]2[CH:18]=[C:19]3[C:23](=[CH:24][CH:25]=2)[NH:22][CH:21]=[CH:20]3)[CH:10]=1.[H-].[Na+].Br[CH2:29][C:30]([O:32][CH2:33][CH3:34])=[O:31], predict the reaction product. The product is: [CH3:1][C:2]1[CH:7]=[CH:6][CH:5]=[C:4]([CH3:8])[C:3]=1[C:9]1[CH:14]=[CH:13][CH:12]=[C:11]([CH2:15][O:16][C:17]2[CH:18]=[C:19]3[C:23](=[CH:24][CH:25]=2)[N:22]([CH2:29][C:30]([O:32][CH2:33][CH3:34])=[O:31])[CH:21]=[CH:20]3)[CH:10]=1. (2) Given the reactants Cl[C:2]([C:4]1[CH:13]=[CH:12][C:7]([C:8]([O:10][CH3:11])=[O:9])=[CH:6][CH:5]=1)=[O:3].[F:14][C:15]([F:28])([F:27])[C:16]1[CH:21]=[CH:20][C:19]([C:22]2NN=[N:24][N:23]=2)=[CH:18][CH:17]=1.N1C=CC=CC=1, predict the reaction product. The product is: [F:14][C:15]([F:27])([F:28])[C:16]1[CH:17]=[CH:18][C:19]([C:22]2[O:3][C:2]([C:4]3[CH:13]=[CH:12][C:7]([C:8]([O:10][CH3:11])=[O:9])=[CH:6][CH:5]=3)=[N:24][N:23]=2)=[CH:20][CH:21]=1. (3) Given the reactants Cl[C:2]1[N:7]=[CH:6][C:5]([O:8][C:9]2[CH:10]=[C:11]([N:15]([CH3:17])[CH3:16])[CH:12]=[CH:13][CH:14]=2)=[CH:4][CH:3]=1.[F:18][C:19]1[CH:25]=[C:24]([F:26])[C:23]([O:27][CH3:28])=[CH:22][C:20]=1[NH2:21].C1(P(C2C=CC=CC=2)C2C3OC4C(=CC=CC=4P(C4C=CC=CC=4)C4C=CC=CC=4)C(C)(C)C=3C=CC=2)C=CC=CC=1.C(=O)([O-])[O-].[Cs+].[Cs+], predict the reaction product. The product is: [F:18][C:19]1[CH:25]=[C:24]([F:26])[C:23]([O:27][CH3:28])=[CH:22][C:20]=1[NH:21][C:2]1[CH:3]=[CH:4][C:5]([O:8][C:9]2[CH:14]=[CH:13][CH:12]=[C:11]([N:15]([CH3:17])[CH3:16])[CH:10]=2)=[CH:6][N:7]=1. (4) Given the reactants Cl[C:2]1[N:3]=[CH:4][C:5]2[N:10]=[N:9][N:8]([C:11]3[CH:16]=[CH:15][C:14]([O:17][CH2:18][CH2:19][O:20][CH3:21])=[CH:13][CH:12]=3)[C:6]=2[N:7]=1.Cl.[NH2:23][C@@H:24]1[CH2:28][CH2:27][C@@H:26]([C:29]([OH:31])=[O:30])[CH2:25]1.C(N(C(C)C)C(C)C)C, predict the reaction product. The product is: [CH3:21][O:20][CH2:19][CH2:18][O:17][C:14]1[CH:15]=[CH:16][C:11]([N:8]2[C:6]3[N:7]=[C:2]([NH:23][C@@H:24]4[CH2:28][CH2:27][C@@H:26]([C:29]([OH:31])=[O:30])[CH2:25]4)[N:3]=[CH:4][C:5]=3[N:10]=[N:9]2)=[CH:12][CH:13]=1. (5) Given the reactants [CH3:1][O:2][C:3](=[O:31])[CH:4]([C:10]1[C:15]([CH3:16])=[CH:14][C:13](N)=[C:12]([CH:18]2[CH2:20][CH2:19]2)[C:11]=1[C:21]1[CH:22]=[C:23]2[C:28](=[CH:29][CH:30]=1)[O:27][CH2:26][CH2:25][CH2:24]2)[O:5][C:6]([CH3:9])([CH3:8])[CH3:7].O.C1(C)C=CC(S(O)(=O)=O)=CC=1.N([O-])=O.[Na+].[I-:48].[K+], predict the reaction product. The product is: [CH3:1][O:2][C:3](=[O:31])[CH:4]([O:5][C:6]([CH3:9])([CH3:8])[CH3:7])[C:10]1[C:15]([CH3:16])=[CH:14][C:13]([I:48])=[C:12]([CH:18]2[CH2:20][CH2:19]2)[C:11]=1[C:21]1[CH:22]=[C:23]2[C:28](=[CH:29][CH:30]=1)[O:27][CH2:26][CH2:25][CH2:24]2. (6) Given the reactants [F:1][C:2]([F:41])([F:40])[C:3]1[CH:4]=[C:5]([C:13]([CH3:39])([CH3:38])[C:14]([N:16]([CH3:37])[C:17]2[CH:18]=[N:19][C:20]([N:30]3[CH2:35][CH2:34][N:33](C)[CH2:32][CH2:31]3)=[CH:21][C:22]=2[C:23]2[CH:28]=[CH:27][CH:26]=[CH:25][C:24]=2[CH3:29])=[O:15])[CH:6]=[C:7]([C:9]([F:12])([F:11])[F:10])[CH:8]=1.CN(C)C1C2C(=CC=CC=2N(C)C)C=CC=1.ClC(OC(Cl)C)=O, predict the reaction product. The product is: [F:41][C:2]([F:1])([F:40])[C:3]1[CH:4]=[C:5]([C:13]([CH3:39])([CH3:38])[C:14]([N:16]([CH3:37])[C:17]2[CH:18]=[N:19][C:20]([N:30]3[CH2:35][CH2:34][NH:33][CH2:32][CH2:31]3)=[CH:21][C:22]=2[C:23]2[CH:28]=[CH:27][CH:26]=[CH:25][C:24]=2[CH3:29])=[O:15])[CH:6]=[C:7]([C:9]([F:12])([F:10])[F:11])[CH:8]=1. (7) Given the reactants [NH2:1][C:2]1[CH:7]=[CH:6][C:5]([CH2:8][N:9]2[CH2:14][C@H:13]([CH3:15])[N:12]([C:16]([O:18][C:19]([CH3:22])([CH3:21])[CH3:20])=[O:17])[C@H:11]([CH3:23])[CH2:10]2)=[CH:4][CH:3]=1.[CH3:24][C@H]1CN(CC2C=CC(NC)=CC=2)CCN1C(OC(C)(C)C)=O.[BH4-].[Na+].C=O.C[O-].[Na+], predict the reaction product. The product is: [CH3:23][C@@H:11]1[CH2:10][N:9]([CH2:8][C:5]2[CH:6]=[CH:7][C:2]([NH:1][CH3:24])=[CH:3][CH:4]=2)[CH2:14][C@H:13]([CH3:15])[N:12]1[C:16]([O:18][C:19]([CH3:21])([CH3:20])[CH3:22])=[O:17]. (8) Given the reactants [F:1][C:2]1([F:20])[CH2:7][CH2:6][C:5]([C:9]2[CH:10]=[N:11][N:12]([CH:14]3[CH2:19][CH2:18][CH2:17][CH2:16][O:15]3)[CH:13]=2)(O)[CH2:4][CH2:3]1.C1(C)C=CC(S(O)(=O)=O)=CC=1, predict the reaction product. The product is: [F:20][C:2]1([F:1])[CH2:7][CH2:6][C:5]([C:9]2[CH:10]=[N:11][N:12]([CH:14]3[CH2:19][CH2:18][CH2:17][CH2:16][O:15]3)[CH:13]=2)=[CH:4][CH2:3]1. (9) The product is: [CH:33]1([C:32]2[C:13]([N:8]([C:5]3[CH:6]=[CH:7][C:2]([B:37]4[O:41][C:40]([CH3:43])([CH3:42])[C:39]([CH3:45])([CH3:44])[O:38]4)=[C:3]([F:36])[CH:4]=3)[S:9]([CH3:12])(=[O:11])=[O:10])=[CH:14][C:15]3[O:19][C:18]([C:20]4[CH:21]=[CH:22][C:23]([F:26])=[CH:24][CH:25]=4)=[C:17]([C:27]([NH:29][CH3:30])=[O:28])[C:16]=3[CH:31]=2)[CH2:35][CH2:34]1. Given the reactants Br[C:2]1[CH:7]=[CH:6][C:5]([N:8]([C:13]2[C:32]([CH:33]3[CH2:35][CH2:34]3)=[CH:31][C:16]3[C:17]([C:27]([NH:29][CH3:30])=[O:28])=[C:18]([C:20]4[CH:25]=[CH:24][C:23]([F:26])=[CH:22][CH:21]=4)[O:19][C:15]=3[CH:14]=2)[S:9]([CH3:12])(=[O:11])=[O:10])=[CH:4][C:3]=1[F:36].[B:37]1([B:37]2[O:41][C:40]([CH3:43])([CH3:42])[C:39]([CH3:45])([CH3:44])[O:38]2)[O:41][C:40]([CH3:43])([CH3:42])[C:39]([CH3:45])([CH3:44])[O:38]1.C([O-])(=O)C.[K+], predict the reaction product. (10) Given the reactants [NH2:1][C:2]1[CH:3]=[CH:4][C:5]([NH:8][CH2:9][CH2:10][N:11]2[CH:15]=[CH:14][C:13]([NH:16][C:17]([C:30]3[CH:35]=[CH:34][CH:33]=[CH:32][CH:31]=3)([C:24]3[CH:29]=[CH:28][CH:27]=[CH:26][CH:25]=3)[C:18]3[CH:23]=[CH:22][CH:21]=[CH:20][CH:19]=3)=[N:12]2)=[N:6][CH:7]=1.[Cl:36][C:37]1[CH:45]=[CH:44][C:40]([C:41](O)=[O:42])=[C:39]([N:46]([CH3:48])[CH3:47])[CH:38]=1.ON1C2C=CC=CC=2N=N1.Cl.CN(C)CCCN=C=NCC, predict the reaction product. The product is: [Cl:36][C:37]1[CH:45]=[CH:44][C:40]([C:41]([NH:1][C:2]2[CH:7]=[N:6][C:5]([NH:8][CH2:9][CH2:10][N:11]3[CH:15]=[CH:14][C:13]([NH:16][C:17]([C:30]4[CH:35]=[CH:34][CH:33]=[CH:32][CH:31]=4)([C:24]4[CH:25]=[CH:26][CH:27]=[CH:28][CH:29]=4)[C:18]4[CH:23]=[CH:22][CH:21]=[CH:20][CH:19]=4)=[N:12]3)=[CH:4][CH:3]=2)=[O:42])=[C:39]([N:46]([CH3:48])[CH3:47])[CH:38]=1.